This data is from Reaction yield outcomes from USPTO patents with 853,638 reactions. The task is: Predict the reaction yield, written as a fraction of the theoretical maximum amount of product (1.0 means a 100% yield; for example, 0.34 means a 34% yield). (1) The reactants are Cl[O-].[Na+].[CH3:4][O:5][C:6](=[O:16])[CH2:7][CH2:8][CH2:9][CH2:10][CH:11]([OH:15])[CH2:12][CH2:13][OH:14].C(O)(C)C. The catalyst is C(O)(=O)C. The product is [CH3:4][O:5][C:6](=[O:16])[CH2:7][CH2:8][CH2:9][CH2:10][C:11](=[O:15])[CH2:12][CH2:13][OH:14]. The yield is 0.800. (2) The reactants are C[O:2][C:3]1[CH:8]=[CH:7][N:6]=[CH:5][CH:4]=1.[CH3:9][Mg+].[Br-].[C:12](Cl)([O:14][CH2:15][C:16]1[CH:21]=[CH:20][CH:19]=[CH:18][CH:17]=1)=[O:13].Cl. The catalyst is C1COCC1.CC(=O)OCC. The product is [CH3:9][CH:7]1[CH2:8][C:3](=[O:2])[CH:4]=[CH:5][N:6]1[C:12]([O:14][CH2:15][C:16]1[CH:21]=[CH:20][CH:19]=[CH:18][CH:17]=1)=[O:13]. The yield is 0.401. (3) The reactants are C[O:2][C:3]1[CH:4]=[C:5]2[C:9](=[CH:10][CH:11]=1)[NH:8][CH:7]=[C:6]2/[CH:12]=[CH:13]/[C:14]([C:16]1[CH:21]=[CH:20][N:19]=[CH:18][CH:17]=1)=[O:15].B(Br)(Br)Br.[OH-].[Na+].Cl. The catalyst is C(Cl)Cl. The product is [OH:2][C:3]1[CH:4]=[C:5]2[C:9](=[CH:10][CH:11]=1)[NH:8][CH:7]=[C:6]2/[CH:12]=[CH:13]/[C:14]([C:16]1[CH:17]=[CH:18][N:19]=[CH:20][CH:21]=1)=[O:15]. The yield is 0.610.